From a dataset of Reaction yield outcomes from USPTO patents with 853,638 reactions. Predict the reaction yield, written as a fraction of the theoretical maximum amount of product (1.0 means a 100% yield; for example, 0.34 means a 34% yield). (1) The yield is 0.900. The reactants are [CH:1]1[C:6](=[O:7])[C:5]([OH:8])=[CH:4][O:3][C:2]=1[CH2:9]O.S(Cl)([Cl:13])=O. No catalyst specified. The product is [Cl:13][CH2:9][C:2]1[O:3][CH:4]=[C:5]([OH:8])[C:6](=[O:7])[CH:1]=1. (2) The reactants are Br[C:2]1[CH:7]=[CH:6][C:5]([N:8]([CH2:12][CH3:13])[C:9](=[O:11])[CH3:10])=[C:4]([C:14]([CH3:17])([CH3:16])[CH3:15])[CH:3]=1.C([O-])(=O)C.[K+].[B:23]1([B:23]2[O:27][C:26]([CH3:29])([CH3:28])[C:25]([CH3:31])([CH3:30])[O:24]2)[O:27][C:26]([CH3:29])([CH3:28])[C:25]([CH3:31])([CH3:30])[O:24]1.O. The catalyst is CN(C)C=O.C1C=CC(P(C2C=CC=CC=2)[C-]2C=CC=C2)=CC=1.C1C=CC(P(C2C=CC=CC=2)[C-]2C=CC=C2)=CC=1.Cl[Pd]Cl.[Fe+2]. The product is [C:14]([C:4]1[CH:3]=[C:2]([B:23]2[O:27][C:26]([CH3:29])([CH3:28])[C:25]([CH3:31])([CH3:30])[O:24]2)[CH:7]=[CH:6][C:5]=1[N:8]([CH2:12][CH3:13])[C:9](=[O:11])[CH3:10])([CH3:17])([CH3:16])[CH3:15]. The yield is 1.00.